Dataset: Reaction yield outcomes from USPTO patents with 853,638 reactions. Task: Predict the reaction yield, written as a fraction of the theoretical maximum amount of product (1.0 means a 100% yield; for example, 0.34 means a 34% yield). (1) The reactants are [CH:1]([C:3]1[CH:11]=[CH:10][C:6]([C:7]([OH:9])=[O:8])=[C:5]([CH3:12])[CH:4]=1)=[O:2].[BH4-].[Na+]. The catalyst is CO. The product is [OH:2][CH2:1][C:3]1[CH:11]=[CH:10][C:6]([C:7]([OH:9])=[O:8])=[C:5]([CH3:12])[CH:4]=1. The yield is 0.760. (2) The reactants are [CH2:1]([O:8][C:9]1[CH:14]=[CH:13][C:12]([CH:15]2[CH2:17][CH:16]2[C:18]([OH:20])=[O:19])=[CH:11][C:10]=1[Cl:21])[C:2]1[CH:7]=[CH:6][CH:5]=[CH:4][CH:3]=1.[CH2:22](C1COC(=O)N1)C1C=CC=CC=1. No catalyst specified. The product is [CH3:22][O:19][C:18]([CH:16]1[CH2:17][CH:15]1[C:12]1[CH:13]=[CH:14][C:9]([O:8][CH2:1][C:2]2[CH:3]=[CH:4][CH:5]=[CH:6][CH:7]=2)=[C:10]([Cl:21])[CH:11]=1)=[O:20]. The yield is 0.380. (3) The product is [F:39][C:2]([F:38])([F:1])[C:3]1[CH:33]=[C:32]([C:34]([F:37])([F:35])[F:36])[CH:31]=[CH:30][C:4]=1[CH2:5][N:6]1[C:14]2[C:9](=[CH:10][C:11]([CH:15]=[C:16]3[S:20][C:19]([N:21]([CH3:28])[CH:22]4[CH2:23][CH2:24][N:25]([CH:47]([CH3:51])[C:48]([NH2:50])=[O:49])[CH2:26][CH2:27]4)=[N:18][C:17]3=[O:29])=[CH:12][CH:13]=2)[CH:8]=[N:7]1. The catalyst is CN(C=O)C. The reactants are [F:1][C:2]([F:39])([F:38])[C:3]1[CH:33]=[C:32]([C:34]([F:37])([F:36])[F:35])[CH:31]=[CH:30][C:4]=1[CH2:5][N:6]1[C:14]2[C:9](=[CH:10][C:11]([CH:15]=[C:16]3[S:20][C:19]([N:21]([CH3:28])[CH:22]4[CH2:27][CH2:26][NH:25][CH2:24][CH2:23]4)=[N:18][C:17]3=[O:29])=[CH:12][CH:13]=2)[CH:8]=[N:7]1.C(=O)([O-])[O-].[K+].[K+].Br[CH:47]([CH3:51])[C:48]([NH2:50])=[O:49]. The yield is 0.600. (4) The product is [OH:26][CH2:25][C:2]([CH3:33])([CH3:1])[CH2:3][CH2:4][CH2:5][CH2:6][NH:7][C:8](=[O:24])[CH2:9][CH2:10][CH2:11][CH2:12][C:13]([CH3:22])([CH3:23])[CH2:14][OH:15]. The reactants are [CH3:1][C:2]([CH3:33])([CH2:25][O:26]C1CCCCO1)[CH2:3][CH2:4][CH2:5][CH2:6][NH:7][C:8](=[O:24])[CH2:9][CH2:10][CH2:11][CH2:12][C:13]([CH3:23])([CH3:22])[CH2:14][O:15]C1CCCCO1.Cl. The catalyst is CO.O. The yield is 0.850. (5) The reactants are C(Cl)(C(Cl)=O)=O.CS(C)=O.[CH2:11]([N:18]([CH2:25][CH2:26][CH2:27][N:28]1[CH2:34][CH:33]([OH:35])[C:32]([CH:37]2[CH2:40][CH2:39][CH2:38]2)([OH:36])[C:31]2[CH:41]=[CH:42][CH:43]=[CH:44][C:30]=2[CH2:29]1)[C:19](=[O:24])[C:20]([F:23])([F:22])[F:21])[C:12]1[CH:17]=[CH:16][CH:15]=[CH:14][CH:13]=1.O. The catalyst is C(Cl)Cl.CCOCC. The product is [CH2:11]([N:18]([CH2:25][CH2:26][CH2:27][N:28]1[CH2:34][C:33](=[O:35])[C:32]([CH:37]2[CH2:40][CH2:39][CH2:38]2)([OH:36])[C:31]2[CH:41]=[CH:42][CH:43]=[CH:44][C:30]=2[CH2:29]1)[C:19](=[O:24])[C:20]([F:23])([F:21])[F:22])[C:12]1[CH:17]=[CH:16][CH:15]=[CH:14][CH:13]=1. The yield is 0.670. (6) The reactants are [NH2:1][C:2]1[CH:7]=[CH:6][C:5]([C:8]2[CH:13]=[CH:12][C:11]([C:14](=[O:26])[CH2:15][CH:16]([CH2:22][CH2:23][O:24][CH3:25])[C:17]([O:19]CC)=[O:18])=[CH:10][CH:9]=2)=[CH:4][CH:3]=1.Cl[C:28]1[S:29][C:30]2[CH:36]=[CH:35][CH:34]=[CH:33][C:31]=2[N:32]=1.[OH-].[Na+].Cl. The catalyst is C(O)CCC.CO. The product is [S:29]1[C:30]2[CH:36]=[CH:35][CH:34]=[CH:33][C:31]=2[N:32]=[C:28]1[NH:1][C:2]1[CH:3]=[CH:4][C:5]([C:8]2[CH:9]=[CH:10][C:11]([C:14](=[O:26])[CH2:15][CH:16]([CH2:22][CH2:23][O:24][CH3:25])[C:17]([OH:19])=[O:18])=[CH:12][CH:13]=2)=[CH:6][CH:7]=1. The yield is 0.310.